From a dataset of Peptide-MHC class II binding affinity with 134,281 pairs from IEDB. Regression. Given a peptide amino acid sequence and an MHC pseudo amino acid sequence, predict their binding affinity value. This is MHC class II binding data. (1) The peptide sequence is VNTLRFLVKNAGYLV. The MHC is DRB1_0901 with pseudo-sequence DRB1_0901. The binding affinity (normalized) is 0.401. (2) The peptide sequence is TPTNASHIQSAVVCG. The MHC is DRB1_0802 with pseudo-sequence DRB1_0802. The binding affinity (normalized) is 0.246. (3) The peptide sequence is EKKYIAATQFEPLAA. The MHC is DRB1_0101 with pseudo-sequence DRB1_0101. The binding affinity (normalized) is 0.817.